From a dataset of Forward reaction prediction with 1.9M reactions from USPTO patents (1976-2016). Predict the product of the given reaction. (1) Given the reactants [F:1][C:2]([F:48])([F:47])[C:3]1[CH:4]=[C:5]([C@H:13]2[O:17][C:16](=[O:18])[N:15]([CH2:19][C:20]3[C:25]([C:26]4[CH:27]=[CH:28][C:29]([F:43])=[C:30]([C:32]5[CH:37]=[CH:36][C:35]([C:38]([O:40]C)=[O:39])=[CH:34][C:33]=5[CH3:42])[CH:31]=4)=[CH:24][N:23]=[C:22]([S:44][CH3:45])[N:21]=3)[C@H:14]2[CH3:46])[CH:6]=[C:7]([C:9]([F:12])([F:11])[F:10])[CH:8]=1.[Li+].[OH-:50].[OH2:51].C1C=C(Cl)C=C(C(OO)=O)C=1, predict the reaction product. The product is: [F:1][C:2]([F:48])([F:47])[C:3]1[CH:4]=[C:5]([C@H:13]2[O:17][C:16](=[O:18])[N:15]([CH2:19][C:20]3[C:25]([C:26]4[CH:27]=[CH:28][C:29]([F:43])=[C:30]([C:32]5[CH:37]=[CH:36][C:35]([C:38]([OH:40])=[O:39])=[CH:34][C:33]=5[CH3:42])[CH:31]=4)=[CH:24][N:23]=[C:22]([S:44]([CH3:45])(=[O:51])=[O:50])[N:21]=3)[C@H:14]2[CH3:46])[CH:6]=[C:7]([C:9]([F:12])([F:11])[F:10])[CH:8]=1. (2) Given the reactants [F:1][C:2]([F:9])([F:8])[C:3](=O)[CH2:4][C:5]#[N:6].[Cl:10][C:11]1[C:16]([Cl:17])=[CH:15][CH:14]=[CH:13][C:12]=1[NH:18][NH2:19], predict the reaction product. The product is: [Cl:10][C:11]1[C:16]([Cl:17])=[CH:15][CH:14]=[CH:13][C:12]=1[N:18]1[C:5]([NH2:6])=[CH:4][C:3]([C:2]([F:9])([F:8])[F:1])=[N:19]1. (3) Given the reactants II.[CH3:3][N:4]([CH3:17])[C:5]([C:7]1[CH:12]=[CH:11][CH:10]=[CH:9][C:8]=1S(Cl)(=O)=O)=[O:6].C1(P(C2C=CC=CC=2)C2C=CC=CC=2)C=CC=CC=1.[S:37]([O-])([O-])=O.[Na+].[Na+], predict the reaction product. The product is: [SH:37][C:9]1[CH:8]=[C:7]([CH:12]=[CH:11][CH:10]=1)[C:5]([N:4]([CH3:17])[CH3:3])=[O:6]. (4) Given the reactants [CH3:1][C:2]1[NH:3][C:4]2[C:9]([CH:10]=1)=[C:8]([C:11]([F:14])([F:13])[F:12])[C:7]([C:15]#[N:16])=[CH:6][CH:5]=2.Cl[CH2:18][CH:19]([OH:21])[CH3:20], predict the reaction product. The product is: [OH:21][CH:19]([CH3:20])[CH2:18][N:3]1[C:4]2[C:9](=[C:8]([C:11]([F:12])([F:14])[F:13])[C:7]([C:15]#[N:16])=[CH:6][CH:5]=2)[CH:10]=[C:2]1[CH3:1]. (5) Given the reactants [CH3:1][O:2][C:3](=[O:39])[CH2:4][CH2:5][CH2:6]/[CH:7]=[CH:8]\[CH2:9][C@H:10]1[C:14](=[O:15])[CH:13]=[CH:12][C@@H:11]1/[CH:16]=[CH:17]/[CH:18]([O:31][Si:32]([C:35]([CH3:38])([CH3:37])[CH3:36])([CH3:34])[CH3:33])[CH2:19][CH2:20][C:21]1[S:25][C:24]2[CH:26]=[CH:27][CH:28]=[CH:29][C:23]=2[C:22]=1[Cl:30], predict the reaction product. The product is: [CH3:1][O:2][C:3](=[O:39])[CH2:4][CH2:5][CH2:6]/[CH:7]=[CH:8]\[CH2:9][C@H:10]1[C:14](=[O:15])[CH2:13][CH2:12][C@@H:11]1/[CH:16]=[CH:17]/[CH:18]([O:31][Si:32]([C:35]([CH3:37])([CH3:36])[CH3:38])([CH3:33])[CH3:34])[CH2:19][CH2:20][C:21]1[S:25][C:24]2[CH:26]=[CH:27][CH:28]=[CH:29][C:23]=2[C:22]=1[Cl:30].